Dataset: Reaction yield outcomes from USPTO patents with 853,638 reactions. Task: Predict the reaction yield, written as a fraction of the theoretical maximum amount of product (1.0 means a 100% yield; for example, 0.34 means a 34% yield). (1) The reactants are [F:1][C:2]1[CH:7]=[C:6]([N+:8]([O-])=O)[CH:5]=[C:4]([F:11])[C:3]=1[O:12][CH3:13].[H][H]. The catalyst is [Pd].C(OCC)(=O)C. The product is [F:1][C:2]1[CH:7]=[C:6]([CH:5]=[C:4]([F:11])[C:3]=1[O:12][CH3:13])[NH2:8]. The yield is 0.960. (2) The reactants are [CH3:1][O:2][C:3](=[O:32])[CH2:4][O:5][C:6]1[CH:14]=[C:13]2[CH2:15][CH2:16][CH2:17][C:12]2=[C:11]2[C:7]=1[C:8]([C:27](=[O:31])[C:28]([NH2:30])=[O:29])=[C:9]([CH3:26])[N:10]2[CH2:18][C:19]1[CH:24]=[CH:23][CH:22]=[CH:21][C:20]=1Br.[C:33]1(B(O)O)[CH:38]=[CH:37][CH:36]=[CH:35][CH:34]=1.C(=O)([O-])[O-].[Cs+].[Cs+]. The catalyst is O1CCOCC1.C1C=CC([P]([Pd]([P](C2C=CC=CC=2)(C2C=CC=CC=2)C2C=CC=CC=2)([P](C2C=CC=CC=2)(C2C=CC=CC=2)C2C=CC=CC=2)[P](C2C=CC=CC=2)(C2C=CC=CC=2)C2C=CC=CC=2)(C2C=CC=CC=2)C2C=CC=CC=2)=CC=1. The product is [CH3:1][O:2][C:3](=[O:32])[CH2:4][O:5][C:6]1[CH:14]=[C:13]2[CH2:15][CH2:16][CH2:17][C:12]2=[C:11]2[C:7]=1[C:8]([C:27](=[O:31])[C:28]([NH2:30])=[O:29])=[C:9]([CH3:26])[N:10]2[CH2:18][C:19]1[CH:24]=[CH:23][CH:22]=[CH:21][C:20]=1[C:33]1[CH:38]=[CH:37][CH:36]=[CH:35][CH:34]=1. The yield is 0.310. (3) The reactants are F[C:2]1[CH:9]=[CH:8][C:7]([C:10]([F:13])([F:12])[F:11])=[CH:6][C:3]=1[CH:4]=[O:5].[CH:14]1([CH2:19][NH:20][CH2:21][CH3:22])[CH2:18][CH2:17][CH2:16][CH2:15]1.C(=O)([O-])[O-].[K+].[K+].O. The catalyst is C1(C)C=CC=CC=1. The product is [CH:14]1([CH2:19][N:20]([CH2:21][CH3:22])[C:2]2[CH:9]=[CH:8][C:7]([C:10]([F:13])([F:12])[F:11])=[CH:6][C:3]=2[CH:4]=[O:5])[CH2:18][CH2:17][CH2:16][CH2:15]1. The yield is 0.710. (4) The reactants are [Cl:1][C:2]1[N:7]=[C:6]([NH:8][C:9]2[CH:14]=[CH:13][C:12]([C:15]3([NH:19][C:20](=[O:26])[O:21][C:22]([CH3:25])([CH3:24])[CH3:23])[CH2:18][CH2:17][CH2:16]3)=[CH:11][CH:10]=2)[C:5]([N+:27]([O-])=O)=[CH:4][CH:3]=1.[NH2:30][C:31]1[N:38]=[CH:37][CH:36]=[CH:35][C:32]=1[CH:33]=O.S(S([O-])=O)([O-])=O.[Na+].[Na+].O. The catalyst is CS(C)=O.CO. The product is [NH2:30][C:31]1[C:32]([C:33]2[N:8]([C:9]3[CH:14]=[CH:13][C:12]([C:15]4([NH:19][C:20](=[O:26])[O:21][C:22]([CH3:25])([CH3:24])[CH3:23])[CH2:18][CH2:17][CH2:16]4)=[CH:11][CH:10]=3)[C:6]3=[N:7][C:2]([Cl:1])=[CH:3][CH:4]=[C:5]3[N:27]=2)=[CH:35][CH:36]=[CH:37][N:38]=1. The yield is 0.210. (5) The reactants are C(=O)([O-])[O-].[K+].[K+].[CH3:7][O:8][C:9]1[C:14]([O:15][CH3:16])=[CH:13][CH:12]=[CH:11][C:10]=1[C@H:17]([CH:19]1[CH2:24][CH2:23][N:22]([CH2:25][CH2:26][C:27]2[CH:32]=[CH:31][C:30]([F:33])=[CH:29][CH:28]=2)[CH2:21][CH2:20]1)[OH:18].Cl.[OH-].[Na+]. The catalyst is C(O)(C)C.O.C1(C)C=CC=CC=1.CO. The product is [CH3:7][O:8][C:9]1[C:14]([O:15][CH3:16])=[CH:13][CH:12]=[CH:11][C:10]=1[CH:17]([CH:19]1[CH2:20][CH2:21][N:22]([CH2:25][CH2:26][C:27]2[CH:32]=[CH:31][C:30]([F:33])=[CH:29][CH:28]=2)[CH2:23][CH2:24]1)[OH:18]. The yield is 0.236. (6) The reactants are C(=O)([O-])[O-].[K+].[K+].[Br:7][C:8]1[CH:27]=[CH:26][C:11]([NH:12][C:13]2[C:22]3[C:17](=[CH:18][C:19]([OH:25])=[C:20]([O:23][CH3:24])[CH:21]=3)[N:16]=[CH:15][N:14]=2)=[C:10]([F:28])[CH:9]=1.[C:29]([O:33][C:34]([N:36]1[CH2:41][CH2:40][CH:39]([CH2:42]OS(C2C=CC(C)=CC=2)(=O)=O)[CH2:38][CH2:37]1)=[O:35])([CH3:32])([CH3:31])[CH3:30].O. The catalyst is CN(C=O)C. The product is [Br:7][C:8]1[CH:27]=[CH:26][C:11]([NH:12][C:13]2[C:22]3[C:17](=[CH:18][C:19]([O:25][CH2:42][CH:39]4[CH2:40][CH2:41][N:36]([C:34]([O:33][C:29]([CH3:30])([CH3:32])[CH3:31])=[O:35])[CH2:37][CH2:38]4)=[C:20]([O:23][CH3:24])[CH:21]=3)[N:16]=[CH:15][N:14]=2)=[C:10]([F:28])[CH:9]=1. The yield is 0.790.